From a dataset of Peptide-MHC class I binding affinity with 185,985 pairs from IEDB/IMGT. Regression. Given a peptide amino acid sequence and an MHC pseudo amino acid sequence, predict their binding affinity value. This is MHC class I binding data. (1) The peptide sequence is IALPVAWLF. The MHC is HLA-B46:01 with pseudo-sequence HLA-B46:01. The binding affinity (normalized) is 0.0847. (2) The peptide sequence is IARIENEMKI. The MHC is HLA-A02:01 with pseudo-sequence HLA-A02:01. The binding affinity (normalized) is 0.